From a dataset of Reaction yield outcomes from USPTO patents with 853,638 reactions. Predict the reaction yield, written as a fraction of the theoretical maximum amount of product (1.0 means a 100% yield; for example, 0.34 means a 34% yield). (1) The reactants are I[C:2]1[CH:7]=[CH:6][CH:5]=[CH:4][CH:3]=1.[OH:8][C:9]1[CH:16]=[CH:15][C:12]([CH2:13][OH:14])=[CH:11][CH:10]=1.C(=O)([O-])[O-].[K+].[K+].N1C2C(=CC=CC=2O)C=CC=1. The catalyst is CN1CCN(C)C1=O. The product is [O:8]([C:9]1[CH:16]=[CH:15][C:12]([CH2:13][OH:14])=[CH:11][CH:10]=1)[C:2]1[CH:7]=[CH:6][CH:5]=[CH:4][CH:3]=1. The yield is 0.0700. (2) The reactants are C([O:5][NH:6][C:7](=[O:31])[CH:8]([NH:16][S:17]([C:20]1[CH:25]=[CH:24][C:23]([O:26][CH2:27][C:28]#[C:29][CH3:30])=[CH:22][CH:21]=1)(=[O:19])=[O:18])[C:9]1[CH:14]=[CH:13][C:12]([OH:15])=[CH:11][CH:10]=1)(C)(C)C. The catalyst is C(O)(C(F)(F)F)=O. The product is [CH2:27]([O:26][C:23]1[CH:22]=[CH:21][C:20]([S:17]([NH:16][CH:8]([C:9]2[CH:14]=[CH:13][C:12]([OH:15])=[CH:11][CH:10]=2)[C:7]([NH:6][OH:5])=[O:31])(=[O:19])=[O:18])=[CH:25][CH:24]=1)[C:28]#[C:29][CH3:30]. The yield is 0.0900. (3) The reactants are [NH2:1][C@H:2]1[CH2:7][CH2:6][N:5]([C:8]2[O:9][C:10]([CH2:20][CH2:21][CH3:22])=[C:11]([C:13]([O:15][CH2:16][CH2:17][CH2:18][CH3:19])=[O:14])[N:12]=2)[CH2:4][C@H:3]1[O:23][CH3:24].[Cl:25][C:26]1[N:27]=[C:28]([C:33](O)=[O:34])[NH:29][C:30]=1[CH2:31][CH3:32].CCN=C=NCCCN(C)C.Cl.C1C=CC2N(O)N=NC=2C=1. The catalyst is ClCCl.CC(N(C)C)=O. The product is [Cl:25][C:26]1[N:27]=[C:28]([C:33]([NH:1][C@H:2]2[CH2:7][CH2:6][N:5]([C:8]3[O:9][C:10]([CH2:20][CH2:21][CH3:22])=[C:11]([C:13]([O:15][CH2:16][CH2:17][CH2:18][CH3:19])=[O:14])[N:12]=3)[CH2:4][C@H:3]2[O:23][CH3:24])=[O:34])[NH:29][C:30]=1[CH2:31][CH3:32]. The yield is 0.440. (4) The reactants are CS[CH2:3][O:4][C@H:5]1[CH2:10][CH2:9][C@H:8]([N:11]2[C:16](=[O:17])[C:15]([CH2:18][C:19]3[CH:24]=[CH:23][C:22]([C:25]4[C:26]([C:31]#[N:32])=[CH:27][CH:28]=[CH:29][CH:30]=4)=[CH:21][CH:20]=3)=[C:14]([CH2:33][CH2:34][CH3:35])[N:13]3[N:36]=[CH:37][N:38]=[C:12]23)[CH2:7][CH2:6]1.S(Cl)(Cl)(=O)=[O:40].[C:44]1([CH3:50])[CH:49]=[CH:48][CH:47]=CC=1. No catalyst specified. The product is [OH:40][C:44]1([CH2:3][O:4][C@H:5]2[CH2:10][CH2:9][C@H:8]([N:11]3[C:16](=[O:17])[C:15]([CH2:18][C:19]4[CH:24]=[CH:23][C:22]([C:25]5[C:26]([C:31]#[N:32])=[CH:27][CH:28]=[CH:29][CH:30]=5)=[CH:21][CH:20]=4)=[C:14]([CH2:33][CH2:34][CH3:35])[N:13]4[N:36]=[CH:37][N:38]=[C:12]34)[CH2:7][CH2:6]2)[CH2:49][CH2:48][CH2:47][CH2:50]1. The yield is 0.0240. (5) The reactants are [H-].[Na+].[CH3:3][O:4][C:5]1[N:10]=[CH:9][C:8]([N:11]2[C:15]([C:16]3[CH:21]=[CH:20][CH:19]=[CH:18][N:17]=3)=[CH:14][C:13]([C:22]([N:24]3[CH2:28][CH2:27][C:26](=[O:29])[NH:25]3)=[O:23])=[N:12]2)=[CH:7][CH:6]=1.CI.[C:32](=O)([O-])[O-].[K+].[K+]. The catalyst is CN(C)C=O. The product is [CH3:3][O:4][C:5]1[N:10]=[CH:9][C:8]([N:11]2[C:15]([C:16]3[CH:21]=[CH:20][CH:19]=[CH:18][N:17]=3)=[CH:14][C:13]([C:22]([N:24]3[CH2:28][CH2:27][C:26](=[O:29])[N:25]3[CH3:32])=[O:23])=[N:12]2)=[CH:7][CH:6]=1. The yield is 0.150. (6) The reactants are [CH3:1][N:2]1[C:7](=[O:8])[C:6]([NH:9][C:10]2[CH:15]=[CH:14][C:13]([N:16]3[CH2:21][CH2:20][N:19]([CH:22]4[CH2:25][O:24][CH2:23]4)[CH2:18][CH2:17]3)=[CH:12][N:11]=2)=[CH:5][C:4]([C:26]2[CH:33]=[N:32][CH:31]=[C:30]([N:34]3[CH2:46][CH2:45][N:37]4[C:38]5[CH2:39][CH2:40][CH2:41][CH2:42][C:43]=5[CH:44]=[C:36]4[C:35]3=[O:47])[C:27]=2[CH:28]=[O:29])=[CH:3]1.[BH4-].[Na+]. The catalyst is CO. The product is [OH:29][CH2:28][C:27]1[C:26]([C:4]2[CH:5]=[C:6]([NH:9][C:10]3[CH:15]=[CH:14][C:13]([N:16]4[CH2:17][CH2:18][N:19]([CH:22]5[CH2:25][O:24][CH2:23]5)[CH2:20][CH2:21]4)=[CH:12][N:11]=3)[C:7](=[O:8])[N:2]([CH3:1])[CH:3]=2)=[CH:33][N:32]=[CH:31][C:30]=1[N:34]1[CH2:46][CH2:45][N:37]2[C:38]3[CH2:39][CH2:40][CH2:41][CH2:42][C:43]=3[CH:44]=[C:36]2[C:35]1=[O:47]. The yield is 0.400. (7) The reactants are [Br:1][C:2]1[CH:10]=[C:9]2[C:5]([CH2:6][CH2:7][C:8]2=[O:11])=[CH:4][CH:3]=1.Br[CH2:13][CH2:14][CH:15]([O:19][CH3:20])[CH2:16][CH2:17]Br.[H-].[Na+]. The catalyst is C1COCC1. The product is [Br:1][C:2]1[CH:10]=[C:9]2[C:5]([CH2:6][C:7]3([CH2:17][CH2:16][CH:15]([O:19][CH3:20])[CH2:14][CH2:13]3)[C:8]2=[O:11])=[CH:4][CH:3]=1. The yield is 0.0400. (8) The reactants are [Cl:1][C:2]1[CH:7]=[C:6]([Cl:8])[CH:5]=[CH:4][C:3]=1[C:9]1[N:10]([C:20]2[CH:25]=[CH:24][C:23]([O:26][CH3:27])=[CH:22][CH:21]=2)[C:11]([CH3:19])=[C:12]([C:14]([O:16]CC)=[O:15])[N:13]=1.[Li+].[OH-].O.Cl. The catalyst is C1COCC1.C(OC(=O)C)C. The product is [Cl:1][C:2]1[CH:7]=[C:6]([Cl:8])[CH:5]=[CH:4][C:3]=1[C:9]1[N:10]([C:20]2[CH:21]=[CH:22][C:23]([O:26][CH3:27])=[CH:24][CH:25]=2)[C:11]([CH3:19])=[C:12]([C:14]([OH:16])=[O:15])[N:13]=1. The yield is 0.870. (9) The yield is 0.784. The reactants are C([O:4][CH:5]1[C:10]([OH:14])([CH2:11][CH2:12][CH3:13])[CH:9]([O:15][CH2:16][C:17]2[CH:22]=[CH:21][CH:20]=[CH:19][CH:18]=2)[CH:8]([O:23][CH2:24][C:25]2[CH:30]=[CH:29][CH:28]=[CH:27][CH:26]=2)[CH:7]([O:31][CH2:32][C:33]2[CH:38]=[CH:37][CH:36]=[CH:35][CH:34]=2)[CH:6]1[O:39][CH2:40][C:41]1[CH:46]=[CH:45][CH:44]=[CH:43][CH:42]=1)C=C.C(N(C(C)C)CC)(C)C.FC(F)(F)C(O)=O. The catalyst is C(O)C. The product is [CH2:16]([O:15][CH:9]1[CH:8]([O:23][CH2:24][C:25]2[CH:30]=[CH:29][CH:28]=[CH:27][CH:26]=2)[CH:7]([O:31][CH2:32][C:33]2[CH:34]=[CH:35][CH:36]=[CH:37][CH:38]=2)[CH:6]([O:39][CH2:40][C:41]2[CH:46]=[CH:45][CH:44]=[CH:43][CH:42]=2)[CH:5]([OH:4])[C:10]1([OH:14])[CH2:11][CH2:12][CH3:13])[C:17]1[CH:22]=[CH:21][CH:20]=[CH:19][CH:18]=1. (10) The reactants are [CH3:1][CH:2]1[N:7]2[C:8]3[N:14]=[C:13]([C:15]([O-:17])=[O:16])[CH:12]=[CH:11][C:9]=3[CH:10]=[C:6]2[C:5](=[O:18])[NH:4][CH2:3]1.[OH-].[Na+].Cl. The catalyst is CO. The product is [CH3:1][CH:2]1[N:7]2[C:8]3[N:14]=[C:13]([C:15]([OH:17])=[O:16])[CH:12]=[CH:11][C:9]=3[CH:10]=[C:6]2[C:5](=[O:18])[NH:4][CH2:3]1. The yield is 0.510.